Dataset: Forward reaction prediction with 1.9M reactions from USPTO patents (1976-2016). Task: Predict the product of the given reaction. (1) Given the reactants [Cl:1][C:2]1[CH:10]=[C:9]([C:11]([NH:13][C@H:14]([C:16]2[NH:20][C:19]3[CH:21]=[CH:22][C:23]([Cl:25])=[CH:24][C:18]=3[N:17]=2)[CH3:15])=[O:12])[CH:8]=[CH:7][C:3]=1[C:4](O)=[O:5].CN(C(ON1N=NC2C=CC=CC1=2)=[N+](C)C)C.[B-](F)(F)(F)F.C(N(C(C)C)CC)(C)C.[CH2:57]([O:59][C:60]([CH2:62][C@H:63]1[CH2:67][CH2:66][CH2:65][NH:64]1)=[O:61])[CH3:58].ClCl, predict the reaction product. The product is: [Cl:1][C:2]1[CH:10]=[C:9]([CH:8]=[CH:7][C:3]=1[C:4]([N:64]1[CH2:65][CH2:66][CH2:67][C@@H:63]1[CH2:62][C:60]([O:59][CH2:57][CH3:58])=[O:61])=[O:5])[C:11]([NH:13][C@H:14]([C:16]1[NH:20][C:19]2[CH:21]=[CH:22][C:23]([Cl:25])=[CH:24][C:18]=2[N:17]=1)[CH3:15])=[O:12]. (2) The product is: [C@@H:12]1([N:8]2[C:6]3[N:7]=[C:2]([NH:1][C:26](=[O:30])[CH:27]([CH3:29])[CH3:28])[NH:3][C:4](=[O:20])[C:5]=3[C:10]([I:11])=[CH:9]2)[O:17][C@H:16]([CH2:18][OH:19])[C@@H:14]([OH:15])[CH2:13]1. Given the reactants [NH2:1][C:2]1[NH:3][C:4](=[O:20])[C:5]2[C:10]([I:11])=[CH:9][N:8]([C@@H:12]3[O:17][C@H:16]([CH2:18][OH:19])[C@@H:14]([OH:15])[CH2:13]3)[C:6]=2[N:7]=1.C[Si](C)(C)Cl.[C:26](O[C:26](=[O:30])[CH:27]([CH3:29])[CH3:28])(=[O:30])[CH:27]([CH3:29])[CH3:28].N, predict the reaction product. (3) Given the reactants [CH2:1]([O:8][C:9]([NH:11][C@@H:12]([CH2:17][C:18]1[CH:23]=[CH:22][C:21]([CH:24]2[S:28](=[O:30])(=[O:29])[N:27](COCC[Si](C)(C)C)[C:26](=[O:39])[CH2:25]2)=[C:20]([Br:40])[CH:19]=1)[C:13]([O:15][CH3:16])=[O:14])=[O:10])[C:2]1[CH:7]=[CH:6][CH:5]=[CH:4][CH:3]=1.FC(F)(F)C(O)=O, predict the reaction product. The product is: [CH2:1]([O:8][C:9]([NH:11][C@@H:12]([CH2:17][C:18]1[CH:23]=[CH:22][C:21]([CH:24]2[S:28](=[O:30])(=[O:29])[NH:27][C:26](=[O:39])[CH2:25]2)=[C:20]([Br:40])[CH:19]=1)[C:13]([O:15][CH3:16])=[O:14])=[O:10])[C:2]1[CH:7]=[CH:6][CH:5]=[CH:4][CH:3]=1. (4) Given the reactants C(OC([NH:8][C:9]1[O:17][C:16]2[C:11](=[N:12][CH:13]=[C:14]([CH:18]3[CH2:22][CH2:21][O:20][CH2:19]3)[CH:15]=2)[C:10]=1[C:23]([OH:25])=O)=O)(C)(C)C.[NH2:26][C:27]1[CH:28]=[N:29][CH:30]=[CH:31][C:32]=1[N:33]1[CH2:38][C@H:37]([C:39]([F:42])([F:41])[F:40])[CH2:36][C@H:35]([NH:43]C(=O)OC(C)(C)C)[CH2:34]1.CN(C(ON1N=NC2C=CC=NC1=2)=[N+](C)C)C.F[P-](F)(F)(F)(F)F.CCN(C(C)C)C(C)C, predict the reaction product. The product is: [NH2:8][C:9]1[O:17][C:16]2[C:11](=[N:12][CH:13]=[C:14]([CH:18]3[CH2:22][CH2:21][O:20][CH2:19]3)[CH:15]=2)[C:10]=1[C:23]([NH:26][C:27]1[CH:28]=[N:29][CH:30]=[CH:31][C:32]=1[N:33]1[CH2:38][C@H:37]([C:39]([F:42])([F:41])[F:40])[CH2:36][C@H:35]([NH2:43])[CH2:34]1)=[O:25]. (5) Given the reactants C([O:3][CH:4](OCC)[CH2:5][NH:6][C:7]([C:9]1[CH:13]=[C:12]([CH3:14])[N:11]([CH2:15][C:16]2[CH:21]=[C:20]([Cl:22])[CH:19]=[CH:18][C:17]=2[O:23][CH2:24][CH:25]([CH3:27])[CH3:26])[N:10]=1)=[O:8])C, predict the reaction product. The product is: [Cl:22][C:20]1[CH:19]=[CH:18][C:17]([O:23][CH2:24][CH:25]([CH3:27])[CH3:26])=[C:16]([CH2:15][N:11]2[C:12]([CH3:14])=[CH:13][C:9]([C:7]([NH:6][CH2:5][CH:4]=[O:3])=[O:8])=[N:10]2)[CH:21]=1. (6) Given the reactants [F:1]C(F)(F)C(O)=O.C(OC(=O)[N:14]([C:23]1[CH:28]=[C:27]([N:29]2[CH2:34][CH2:33][O:32][CH2:31][CH2:30]2)[CH:26]=[C:25]([CH2:35][S:36][C:37]2[S:38][C:39]([CH3:44])=[C:40]([CH2:42]O)[N:41]=2)[N:24]=1)[CH2:15][C:16]1[CH:21]=[CH:20][CH:19]=[C:18]([CH3:22])[N:17]=1)(C)(C)C, predict the reaction product. The product is: [F:1][CH2:42][C:40]1[N:41]=[C:37]([S:36][CH2:35][C:25]2[N:24]=[C:23]([NH:14][CH2:15][C:16]3[CH:21]=[CH:20][CH:19]=[C:18]([CH3:22])[N:17]=3)[CH:28]=[C:27]([N:29]3[CH2:34][CH2:33][O:32][CH2:31][CH2:30]3)[CH:26]=2)[S:38][C:39]=1[CH3:44]. (7) Given the reactants [CH3:1][O:2][C:3]1[C:12]([NH:13][C:14](=[O:18])OCC)=[N:11][C:10]2[C:5](=[CH:6][CH:7]=[C:8]([O:19][CH3:20])[CH:9]=2)[N:4]=1.[F:21][C:22]1[CH:27]=[CH:26][CH:25]=[CH:24][C:23]=1[N:28]1[CH2:33][CH2:32][NH:31][CH2:30][CH2:29]1, predict the reaction product. The product is: [CH3:1][O:2][C:3]1[C:12]([NH:13][C:14]([N:31]2[CH2:30][CH2:29][N:28]([C:23]3[CH:24]=[CH:25][CH:26]=[CH:27][C:22]=3[F:21])[CH2:33][CH2:32]2)=[O:18])=[N:11][C:10]2[C:5](=[CH:6][CH:7]=[C:8]([O:19][CH3:20])[CH:9]=2)[N:4]=1. (8) The product is: [F:1][C:2]1[CH:7]=[C:6]([NH2:8])[CH:5]=[CH:4][C:3]=1[N:11]1[CH2:12][CH2:13][N:14]([CH:17]([C:24]2[O:25][CH:26]=[CH:27][N:28]=2)[C:18]2[CH:19]=[CH:20][CH:21]=[CH:22][CH:23]=2)[CH2:15][CH2:16]1. Given the reactants [F:1][C:2]1[CH:7]=[C:6]([N+:8]([O-])=O)[CH:5]=[CH:4][C:3]=1[N:11]1[CH2:16][CH2:15][N:14]([CH:17]([C:24]2[O:25][CH:26]=[CH:27][N:28]=2)[C:18]2[CH:23]=[CH:22][CH:21]=[CH:20][CH:19]=2)[CH2:13][CH2:12]1.CCO.[H][H], predict the reaction product. (9) Given the reactants [CH3:1][C:2]([C:6]1[CH:11]=[CH:10][C:9]([CH2:12][C:13]2[C:22]3[C:17](=[CH:18][CH:19]=C(B4OC(C)(C)C(C)(C)O4)[CH:21]=3)[N:16]=[CH:15][C:14]=2[N+:32]([O-:34])=[O:33])=[CH:8][CH:7]=1)([CH3:5])[C:3]#[N:4].Br[C:36]1[CH:37]=[C:38]([N:42]2CCN(C)CC2)[CH:39]=[CH:40][CH:41]=1.C([O-])([O-])=O.[Na+].[Na+].[C:55]1([CH3:61])[CH:60]=[CH:59][CH:58]=[CH:57][CH:56]=1, predict the reaction product. The product is: [CH:56]1[C:57]2[NH:42][C:38]3[C:39](=[CH:40][CH:41]=[CH:36][CH:37]=3)[C:58]=2[CH:59]=[CH:60][C:55]=1[C:61]1[CH:21]=[C:22]2[C:17](=[CH:18][CH:19]=1)[N:16]=[CH:15][C:14]([N+:32]([O-:34])=[O:33])=[C:13]2[CH2:12][C:9]1[CH:8]=[CH:7][C:6]([C:2]([CH3:5])([CH3:1])[C:3]#[N:4])=[CH:11][CH:10]=1.